The task is: Predict the product of the given reaction.. This data is from Forward reaction prediction with 1.9M reactions from USPTO patents (1976-2016). Given the reactants [C:1]([O:6][CH3:7])(=[O:5])/[CH:2]=[CH:3]/[CH3:4].[C:8]([O:15][CH3:16])(=[O:14])[CH2:9][C:10]([O:12][CH3:13])=[O:11].C[O-].[Na+], predict the reaction product. The product is: [CH3:4][CH:3]([CH2:2][C:1]([O:6][CH3:7])=[O:5])[CH:9]([C:8]([O:15][CH3:16])=[O:14])[C:10]([O:12][CH3:13])=[O:11].